Dataset: Forward reaction prediction with 1.9M reactions from USPTO patents (1976-2016). Task: Predict the product of the given reaction. Given the reactants [N-:1]=[N+:2]=[N-:3].[Na+].[F:5][C:6]1[C:11]([C:12]([OH:14])=[O:13])=[C:10]([F:15])[C:9]([F:16])=[C:8](F)[C:7]=1[F:18].[F:19][C:20]1[C:25]([C:26]([OH:28])=[O:27])=[C:24]([F:29])[C:23]([F:30])=[C:22](F)[C:21]=1[F:32].[CH2:33]([NH2:36])[CH2:34][NH2:35], predict the reaction product. The product is: [N:1]([C:8]1[C:7]([F:18])=[C:6]([F:5])[C:11]([C:12]([OH:14])=[O:13])=[C:10]([F:15])[C:9]=1[F:16])=[N+:2]=[N-:3].[N:1]([C:22]1[C:21]([F:32])=[C:20]([F:19])[C:25]([C:26]([OH:28])=[O:27])=[C:24]([F:29])[C:23]=1[F:30])=[N+:2]=[N-:3].[CH2:33]([NH2:36])[CH2:34][NH2:35].